From a dataset of Catalyst prediction with 721,799 reactions and 888 catalyst types from USPTO. Predict which catalyst facilitates the given reaction. (1) Reactant: [Cl-].O[NH3+:3].[C:4](=[O:7])([O-])[OH:5].[Na+].CS(C)=O.[CH3:13][N:14]([CH3:55])[CH2:15][CH2:16][O:17][C:18]1[CH:23]=[CH:22][C:21]([C:24](=[O:54])[CH2:25][N:26]2[C:31](=[O:32])[C:30]3[CH:33]=[C:34]([CH2:36][CH3:37])[S:35][C:29]=3[N:28]([CH2:38][C:39]3[CH:44]=[CH:43][C:42]([C:45]4[C:46]([C:51]#[N:52])=[CH:47][CH:48]=[CH:49][CH:50]=4)=[CH:41][CH:40]=3)[C:27]2=[O:53])=[CH:20][CH:19]=1. Product: [CH3:55][N:14]([CH3:13])[CH2:15][CH2:16][O:17][C:18]1[CH:23]=[CH:22][C:21]([C:24](=[O:54])[CH2:25][N:26]2[C:31](=[O:32])[C:30]3[CH:33]=[C:34]([CH2:36][CH3:37])[S:35][C:29]=3[N:28]([CH2:38][C:39]3[CH:40]=[CH:41][C:42]([C:45]4[CH:50]=[CH:49][CH:48]=[CH:47][C:46]=4[C:51]4[NH:3][C:4](=[O:7])[O:5][N:52]=4)=[CH:43][CH:44]=3)[C:27]2=[O:53])=[CH:20][CH:19]=1. The catalyst class is: 69. (2) The catalyst class is: 1. Product: [CH3:13][O:12][C:8]1[CH:9]=[C:10]2[C:5](=[C:6]([O:14][CH3:15])[CH:7]=1)[C:4](=[O:16])[O:3][CH:1]([CH3:2])[CH2:11]2. Reactant: [CH2:1]([O:3][C:4](=[O:16])[C:5]1[C:10]([CH3:11])=[CH:9][C:8]([O:12][CH3:13])=[CH:7][C:6]=1[O:14][CH3:15])[CH3:2].[Li+].CC([N-]C(C)C)C.C(O)C. (3) Reactant: [N+:1]([C:4]1[CH:5]=[C:6]([CH:10]=[C:11]([C:13]([F:16])([F:15])[F:14])[CH:12]=1)[C:7](O)=[O:8])([O-:3])=[O:2]. Product: [N+:1]([C:4]1[CH:5]=[C:6]([CH2:7][OH:8])[CH:10]=[C:11]([C:13]([F:14])([F:15])[F:16])[CH:12]=1)([O-:3])=[O:2]. The catalyst class is: 7. (4) Reactant: Cl[C:2]1[N:3]=[N:4][C:5]([C:8]2[CH:9]=[N:10][N:11]([CH3:13])[CH:12]=2)=[CH:6][CH:7]=1.O.[NH2:15][NH2:16]. Product: [CH3:13][N:11]1[CH:12]=[C:8]([C:5]2[N:4]=[N:3][C:2]([NH:15][NH2:16])=[CH:7][CH:6]=2)[CH:9]=[N:10]1. The catalyst class is: 8. (5) Reactant: [CH:1]1([C@H:7]([NH:41][C:42]([C:44]2[CH:49]=[N:48][CH:47]=[CH:46][N:45]=2)=[O:43])[C:8]([NH:10][C@@H:11]([C:37]([CH3:40])([CH3:39])[CH3:38])[C:12]([N:14]2[CH2:18][C@@H:17]3[CH2:19][CH2:20][CH2:21][C@@H:16]3[C@H:15]2[C:22]([NH:24][CH:25]([CH2:34][CH2:35][CH3:36])[C@H:26]([OH:33])[C:27]([NH:29][CH:30]2[CH2:32][CH2:31]2)=[O:28])=[O:23])=[O:13])=[O:9])[CH2:6][CH2:5][CH2:4][CH2:3][CH2:2]1.[K+].[Br-].C([O-])(O)=O.[Na+].CC1(C)N([O])C(C)(C)CCC1.[O-]Cl.[Na+]. Product: [CH:1]1([C@H:7]([NH:41][C:42]([C:44]2[CH:49]=[N:48][CH:47]=[CH:46][N:45]=2)=[O:43])[C:8]([NH:10][C@@H:11]([C:37]([CH3:38])([CH3:39])[CH3:40])[C:12]([N:14]2[CH2:18][C@@H:17]3[CH2:19][CH2:20][CH2:21][C@@H:16]3[C@H:15]2[C:22]([NH:24][C@@H:25]([CH2:34][CH2:35][CH3:36])[C:26](=[O:33])[C:27]([NH:29][CH:30]2[CH2:31][CH2:32]2)=[O:28])=[O:23])=[O:13])=[O:9])[CH2:6][CH2:5][CH2:4][CH2:3][CH2:2]1. The catalyst class is: 2. (6) Reactant: [CH3:1][O:2][C:3]1[C:4]([N+:12]([O-:14])=[O:13])=[CH:5][C:6]([CH3:11])=[C:7]([CH:10]=1)[C:8]#N.[OH-:15].[K+].N([O-])=O.[Na+].[OH2:21]. Product: [CH3:1][O:2][C:3]1[C:4]([N+:12]([O-:14])=[O:13])=[CH:5][C:6]([CH3:11])=[C:7]([CH:10]=1)[C:8]([OH:21])=[O:15]. The catalyst class is: 41. (7) Reactant: [Cl:1][C:2]1[O:6][C:5]([C:7](OC)=[O:8])=[CH:4][C:3]=1[CH2:11][C:12]1[CH:17]=[CH:16][CH:15]=[C:14]([Cl:18])[CH:13]=1.CC(C[AlH]CC(C)C)C.[C@H](O)(C([O-])=O)[C@@H](O)C([O-])=O.[Na+].[K+].CCOC(C)=O. Product: [Cl:1][C:2]1[O:6][C:5]([CH2:7][OH:8])=[CH:4][C:3]=1[CH2:11][C:12]1[CH:17]=[CH:16][CH:15]=[C:14]([Cl:18])[CH:13]=1. The catalyst class is: 11. (8) Reactant: [C:1]([O:5][C:6]([NH:8][C:9]1[S:10][CH:11]=[C:12]([C:14](OCC)=[O:15])[N:13]=1)=[O:7])([CH3:4])([CH3:3])[CH3:2].[Li+].[B-](CC)(CC)CC. Product: [OH:15][CH2:14][C:12]1[N:13]=[C:9]([NH:8][C:6](=[O:7])[O:5][C:1]([CH3:3])([CH3:2])[CH3:4])[S:10][CH:11]=1. The catalyst class is: 1. (9) The catalyst class is: 3. Reactant: [OH:1][C:2]1[C:11]2[C:6](=[CH:7][CH:8]=[CH:9][CH:10]=2)[C:5]([CH:12]=[O:13])=[CH:4][CH:3]=1.[C:14]([NH:21][CH2:22][CH2:23][CH2:24]Br)([O:16][C:17]([CH3:20])([CH3:19])[CH3:18])=[O:15].C(=O)([O-])[O-].[K+].[K+].O. Product: [C:17]([O:16][C:14](=[O:15])[NH:21][CH2:22][CH2:23][CH2:24][O:1][C:2]1[C:11]2[C:6](=[CH:7][CH:8]=[CH:9][CH:10]=2)[C:5]([CH:12]=[O:13])=[CH:4][CH:3]=1)([CH3:20])([CH3:19])[CH3:18].